Dataset: Catalyst prediction with 721,799 reactions and 888 catalyst types from USPTO. Task: Predict which catalyst facilitates the given reaction. (1) Reactant: [OH:1][CH2:2][C:3]1[N:4]=[C:5]([C:13]2[CH:18]=[CH:17][C:16]([C:19]([F:22])([F:21])[F:20])=[CH:15][CH:14]=2)[S:6][C:7]=1[C:8]([O:10][CH2:11][CH3:12])=[O:9].[O:23]1[CH:28]=[CH:27][CH2:26][CH2:25][CH2:24]1.C1(C)C=CC(S([O-])(=O)=O)=CC=1.[NH+]1C=CC=CC=1. Product: [O:23]1[CH2:28][CH2:27][CH2:26][CH2:25][CH:24]1[O:1][CH2:2][C:3]1[N:4]=[C:5]([C:13]2[CH:18]=[CH:17][C:16]([C:19]([F:22])([F:21])[F:20])=[CH:15][CH:14]=2)[S:6][C:7]=1[C:8]([O:10][CH2:11][CH3:12])=[O:9]. The catalyst class is: 2. (2) Reactant: [SH:1][CH2:2][C:3](OCC)=[O:4].[H-].[Na+].[NH2:10][C:11]1[N:16]=[C:15]([C:17]([O:19][CH3:20])=[O:18])[CH:14]=[CH:13][C:12]=1Br. Product: [O:4]=[C:3]1[CH2:2][S:1][C:12]2[CH:13]=[CH:14][C:15]([C:17]([O:19][CH3:20])=[O:18])=[N:16][C:11]=2[NH:10]1. The catalyst class is: 31. (3) Reactant: C(OC([O:6][C@@H:7]1C[C@H](O)[C@@H]([C@@H](CCC=CC)C(O)=O)[CH:8]1[CH2:22][CH2:23][C@@H:24]([O:33]C(OCC)C)[CH2:25][CH2:26][C:27]1[CH:32]=[CH:31][CH:30]=[CH:29][CH:28]=1)C)C.[OH2:39].P(=O)(O)(O)O.C[C:46]([O:49]C)([CH3:48])[CH3:47]. Product: [CH:30]1[CH:31]=[CH:32][C:27]([CH2:26][CH2:25][C@H:24]([OH:33])[CH2:23][CH2:22][C@@H:8]2[C@@H:47]([CH2:26]/[CH:25]=[CH:24]\[CH2:23][CH2:22][CH2:8][C:7]([OH:6])=[O:39])[C@@H:46]([OH:49])[CH2:48][C@H:7]2[OH:6])=[CH:28][CH:29]=1. The catalyst class is: 1. (4) Reactant: [Cl:1][C:2]1[CH:3]=[CH:4][CH:5]=[C:6]2[C:10]=1[C:9](=[O:11])[N:8]([C:12]1[C:20]3[C:15](=[N:16][CH:17]=[C:18]([C:21]4[CH:26]=[CH:25][C:24]([S:27]([CH:30]5[CH2:35][CH2:34][N:33](C(OC(C)(C)C)=O)[CH2:32][CH2:31]5)(=[O:29])=[O:28])=[CH:23][CH:22]=4)[N:19]=3)[N:14](C(C3C=CC=CC=3)(C3C=CC=CC=3)C3C=CC=CC=3)[CH:13]=1)[CH2:7]2.C([SiH](CC)CC)C.[C:69]([OH:75])([C:71]([F:74])([F:73])[F:72])=[O:70]. Product: [OH:75][C:69]([C:71]([F:74])([F:73])[F:72])=[O:70].[Cl:1][C:2]1[CH:3]=[CH:4][CH:5]=[C:6]2[C:10]=1[C:9](=[O:11])[N:8]([C:12]1[C:20]3[C:15](=[N:16][CH:17]=[C:18]([C:21]4[CH:22]=[CH:23][C:24]([S:27]([CH:30]5[CH2:35][CH2:34][NH:33][CH2:32][CH2:31]5)(=[O:28])=[O:29])=[CH:25][CH:26]=4)[N:19]=3)[NH:14][CH:13]=1)[CH2:7]2. The catalyst class is: 2. (5) Reactant: [Br:1][C:2]1[CH:3]=[C:4]([CH:8]=[C:9]([C:11]([F:14])([F:13])[F:12])[CH:10]=1)[C:5]([NH2:7])=O.COC1C=CC(P2(=S)SP(=S)(C3C=CC(OC)=CC=3)[S:24]2)=CC=1.C(=O)([O-])O.[Na+]. Product: [Br:1][C:2]1[CH:3]=[C:4]([C:5](=[S:24])[NH2:7])[CH:8]=[C:9]([C:11]([F:14])([F:13])[F:12])[CH:10]=1. The catalyst class is: 7.